From a dataset of Full USPTO retrosynthesis dataset with 1.9M reactions from patents (1976-2016). Predict the reactants needed to synthesize the given product. Given the product [F:30][C:25]1[N:24]=[C:23]2[O:19][C:17]([C:15]3[CH:16]=[C:11]4[CH:10]=[CH:9][N:8]([CH2:7][C:6]5[CH:5]=[CH:4][C:3]([O:2][CH3:1])=[CH:21][CH:20]=5)[C:12]4=[N:13][CH:14]=3)=[N:29][C:28]2=[CH:27][CH:26]=1, predict the reactants needed to synthesize it. The reactants are: [CH3:1][O:2][C:3]1[CH:21]=[CH:20][C:6]([CH2:7][N:8]2[C:12]3=[N:13][CH:14]=[C:15]([C:17]([OH:19])=O)[CH:16]=[C:11]3[CH:10]=[CH:9]2)=[CH:5][CH:4]=1.F[C:23]1[C:28]([NH2:29])=[CH:27][CH:26]=[C:25]([F:30])[N:24]=1.CN(C=O)C.C([O-])([O-])=O.[K+].[K+].